From a dataset of Forward reaction prediction with 1.9M reactions from USPTO patents (1976-2016). Predict the product of the given reaction. (1) Given the reactants [CH3:1][O:2][N:3]=[C:4]([C:7]1[C:12]([Cl:13])=[CH:11][C:10]([O:14][CH2:15][C:16]([F:19])([F:18])[F:17])=[CH:9][N:8]=1)[CH2:5][NH2:6].C(N(CC)CC)C.[F:27][C:28]([F:39])([F:38])[C:29]1[CH:37]=[CH:36][CH:35]=[CH:34][C:30]=1[C:31](Cl)=[O:32].O, predict the reaction product. The product is: [Cl:13][C:12]1[C:7]([C:4](=[N:3][O:2][CH3:1])[CH2:5][NH:6][C:31](=[O:32])[C:30]2[CH:34]=[CH:35][CH:36]=[CH:37][C:29]=2[C:28]([F:27])([F:38])[F:39])=[N:8][CH:9]=[C:10]([O:14][CH2:15][C:16]([F:19])([F:17])[F:18])[CH:11]=1. (2) The product is: [C:3]([O:7][C:8](=[O:11])[NH:9][O:10][C:14]([N:13]([CH3:17])[CH3:12])=[O:15])([CH3:6])([CH3:5])[CH3:4]. Given the reactants [H-].[Na+].[C:3]([O:7][C:8](=[O:11])[NH:9][OH:10])([CH3:6])([CH3:5])[CH3:4].[CH3:12][N:13]([CH3:17])[C:14](Cl)=[O:15].O, predict the reaction product. (3) Given the reactants [CH3:1][O:2][C:3]([C:5]1[NH:6][C:7]([CH3:13])=[C:8]([C:11]#[N:12])[C:9]=1[NH2:10])=[O:4].[Br:14][C:15]1[CH:20]=[CH:19][C:18]([N:21]=[C:22]=[O:23])=[CH:17][CH:16]=1.C(N(CC)CC)C, predict the reaction product. The product is: [Br:14][C:15]1[CH:20]=[CH:19][C:18]([NH:21][C:22]([NH:10][C:9]2[C:8]([C:11]#[N:12])=[C:7]([CH3:13])[NH:6][C:5]=2[C:3]([O:2][CH3:1])=[O:4])=[O:23])=[CH:17][CH:16]=1.